This data is from Full USPTO retrosynthesis dataset with 1.9M reactions from patents (1976-2016). The task is: Predict the reactants needed to synthesize the given product. (1) Given the product [Cl:1][C:2]1[CH:7]=[C:6]([C:15]2[CH:16]=[N:17][C:12]([C:11]([F:22])([F:21])[F:10])=[CH:13][CH:14]=2)[C:5]([Cl:9])=[CH:4][N:3]=1, predict the reactants needed to synthesize it. The reactants are: [Cl:1][C:2]1[CH:7]=[C:6](I)[C:5]([Cl:9])=[CH:4][N:3]=1.[F:10][C:11]([F:22])([F:21])[C:12]1[N:17]=[CH:16][C:15](B(O)O)=[CH:14][CH:13]=1.O1CCOCC1.C(=O)([O-])[O-].[K+].[K+]. (2) The reactants are: [Br:1][C:2]1[CH:3]=[CH:4][C:5]2[N:6]([C:8]([C:11]([O:13]CC)=O)=[N:9][N:10]=2)[CH:7]=1.O.[OH-].[Li+].Cl.Cl.[F:21][C:22]([F:36])([F:35])[C:23]1[CH:28]=[CH:27][CH:26]=[CH:25][C:24]=1[CH:29]1[CH2:34][CH2:33][NH:32][CH2:31][CH2:30]1.F[P-](F)(F)(F)(F)F.N1(O[P+](N(C)C)(N(C)C)N(C)C)C2C=CC=CC=2N=N1.C(N(CC)C(C)C)(C)C. Given the product [Br:1][C:2]1[CH:3]=[CH:4][C:5]2[N:6]([C:8]([C:11]([N:32]3[CH2:33][CH2:34][CH:29]([C:24]4[CH:25]=[CH:26][CH:27]=[CH:28][C:23]=4[C:22]([F:21])([F:35])[F:36])[CH2:30][CH2:31]3)=[O:13])=[N:9][N:10]=2)[CH:7]=1, predict the reactants needed to synthesize it. (3) Given the product [Br:6][C:7]1[CH:8]=[N:9][CH:10]=[C:11]([C:13]([F:14])([F:16])[F:15])[C:12]=1[CH3:1], predict the reactants needed to synthesize it. The reactants are: [CH2:1]([Li])CCC.[Br:6][C:7]1[CH:8]=[N:9][CH:10]=[C:11]([C:13]([F:16])([F:15])[F:14])[CH:12]=1.CI.C(OCC)(=O)C.